This data is from Forward reaction prediction with 1.9M reactions from USPTO patents (1976-2016). The task is: Predict the product of the given reaction. (1) Given the reactants [N:1]1[CH:6]=[CH:5][CH:4]=[C:3]([C:7]2[CH:11]=[C:10]([C:12]([F:15])([F:14])[F:13])[N:9]([C:16]3[N:21]=[CH:20][C:19]([NH:22][C:23]([C:25]4[CH:30]=[CH:29][C:28](=[O:31])[N:27]([CH2:32][CH2:33][O:34]C)[CH:26]=4)=[O:24])=[CH:18][CH:17]=3)[N:8]=2)[CH:2]=1.B(Br)(Br)Br, predict the reaction product. The product is: [N:1]1[CH:6]=[CH:5][CH:4]=[C:3]([C:7]2[CH:11]=[C:10]([C:12]([F:13])([F:14])[F:15])[N:9]([C:16]3[N:21]=[CH:20][C:19]([NH:22][C:23]([C:25]4[CH:30]=[CH:29][C:28](=[O:31])[N:27]([CH2:32][CH2:33][OH:34])[CH:26]=4)=[O:24])=[CH:18][CH:17]=3)[N:8]=2)[CH:2]=1. (2) The product is: [Cl:39][C:38]1[CH:37]=[CH:36][C:31]([C:32]([O:34][CH3:35])=[O:33])=[CH:30][C:29]=1[CH2:28][N:19]1[CH:20]=[CH:21][C:17]([NH:16][C:14]([C:13]2[C:22]([F:26])=[CH:23][CH:24]=[CH:25][C:12]=2[F:11])=[O:15])=[N:18]1. Given the reactants [Li+].C[Si]([N-][Si](C)(C)C)(C)C.[F:11][C:12]1[CH:25]=[CH:24][CH:23]=[C:22]([F:26])[C:13]=1[C:14]([NH:16][C:17]1[CH:21]=[CH:20][NH:19][N:18]=1)=[O:15].Br[CH2:28][C:29]1[CH:30]=[C:31]([CH:36]=[CH:37][C:38]=1[Cl:39])[C:32]([O:34][CH3:35])=[O:33].[Cl-].[NH4+], predict the reaction product. (3) Given the reactants [C:1]1([CH:7]2[NH:12][CH2:11][CH2:10][NH:9][CH2:8]2)[CH:6]=[CH:5][CH:4]=[CH:3][CH:2]=1.[O:13](C(OC(C)(C)C)=O)[C:14]([O:16][C:17]([CH3:20])([CH3:19])[CH3:18])=O, predict the reaction product. The product is: [C:14]([N:9]1[CH2:10][CH2:11][NH:12][CH:7]([C:1]2[CH:2]=[CH:3][CH:4]=[CH:5][CH:6]=2)[CH2:8]1)([O:16][C:17]([CH3:20])([CH3:19])[CH3:18])=[O:13]. (4) Given the reactants [F:1][C:2]1[C:11]([B:12]2[O:16]C(C)(C)C(C)(C)[O:13]2)=[C:10]([CH3:21])[CH:9]=[CH:8][C:3]=1[C:4]([O:6]C)=[O:5].BrN1C(=O)CCC1=O.N(/C1(C#N)CCCCC1)=N\C1(C#N)CCCCC1, predict the reaction product. The product is: [F:1][C:2]1[C:11]2[B:12]([OH:13])[O:16][CH2:21][C:10]=2[CH:9]=[CH:8][C:3]=1[C:4]([OH:6])=[O:5]. (5) Given the reactants [C:1]1([O:7][C:8](=[O:16])[NH:9][C:10]2[CH:11]=[N:12][CH:13]=[CH:14][CH:15]=2)[CH:6]=[CH:5][CH:4]=[CH:3][CH:2]=1.N[C:18]1C=NC=CC=1, predict the reaction product. The product is: [C:1]1([O:7][C:8](=[O:16])[NH:9][CH2:10][C:11]2[CH:18]=[CH:15][CH:14]=[CH:13][N:12]=2)[CH:2]=[CH:3][CH:4]=[CH:5][CH:6]=1. (6) Given the reactants C[O:2][C:3]([C:5]1[CH:10]=[CH:9][C:8]([C:11]2[CH:16]=[CH:15][C:14]([O:17][CH2:18][O:19][CH2:20][CH2:21][O:22][CH3:23])=[CH:13][CH:12]=2)=[CH:7][CH:6]=1)=[O:4].CO.[OH-].[Na+].Cl, predict the reaction product. The product is: [CH3:23][O:22][CH2:21][CH2:20][O:19][CH2:18][O:17][C:14]1[CH:15]=[CH:16][C:11]([C:8]2[CH:9]=[CH:10][C:5]([C:3]([OH:4])=[O:2])=[CH:6][CH:7]=2)=[CH:12][CH:13]=1. (7) Given the reactants F[C:2]1[N:7]=[CH:6][C:5]([O:8][C:9]2[CH:14]=[CH:13][N:12]=[C:11]([C:15]3[CH:16]=[N:17][N:18]([CH3:20])[CH:19]=3)[CH:10]=2)=[CH:4][CH:3]=1.O.[NH2:22][NH2:23], predict the reaction product. The product is: [NH:22]([C:2]1[N:7]=[CH:6][C:5]([O:8][C:9]2[CH:14]=[CH:13][N:12]=[C:11]([C:15]3[CH:16]=[N:17][N:18]([CH3:20])[CH:19]=3)[CH:10]=2)=[CH:4][CH:3]=1)[NH2:23]. (8) Given the reactants [Li+].C[Si]([N-][Si](C)(C)C)(C)C.[O:11]1[CH2:15][CH2:14][O:13][CH:12]1[C:16]1[CH:17]=[C:18]([C:23]2[N:28]=[C:27]([CH3:29])[N:26]=[C:25]([S:30][CH3:31])[N:24]=2)[C:19](F)=[N:20][CH:21]=1.[NH2:32][C:33]1[CH:34]=[CH:35][C:36]([O:39][CH3:40])=[N:37][CH:38]=1.C1COCC1, predict the reaction product. The product is: [O:11]1[CH2:15][CH2:14][O:13][CH:12]1[C:16]1[CH:17]=[C:18]([C:23]2[N:28]=[C:27]([CH3:29])[N:26]=[C:25]([S:30][CH3:31])[N:24]=2)[C:19]([NH:32][C:33]2[CH:38]=[N:37][C:36]([O:39][CH3:40])=[CH:35][CH:34]=2)=[N:20][CH:21]=1. (9) Given the reactants [NH2:1][C:2]1[CH:3]=[C:4]2[C:8](=[CH:9][CH:10]=1)[C:7](=[N:11]O)[CH2:6][CH2:5]2, predict the reaction product. The product is: [CH:7]1([NH2:11])[C:8]2[C:4](=[CH:3][C:2]([NH2:1])=[CH:10][CH:9]=2)[CH2:5][CH2:6]1. (10) Given the reactants [OH:1][CH:2]([CH2:6][CH2:7][NH:8][C:9]([CH:11]1[C:16]([CH3:18])([CH3:17])[CH2:15][O:14][C@@H:13]([C:19]2[CH:24]=[CH:23][C:22]([O:25][CH3:26])=[CH:21][CH:20]=2)[O:12]1)=[O:10])[C:3]([OH:5])=O.[NH2:27][CH2:28][CH:29]1[CH2:34][CH2:33][N:32]([C:35](=[O:37])[CH3:36])[CH2:31][CH2:30]1, predict the reaction product. The product is: [C:35]([N:32]1[CH2:31][CH2:30][CH:29]([CH2:28][NH:27][C:3]([CH:2]([OH:1])[CH2:6][CH2:7][NH:8][C:9]([CH:11]2[C:16]([CH3:18])([CH3:17])[CH2:15][O:14][C@@H:13]([C:19]3[CH:24]=[CH:23][C:22]([O:25][CH3:26])=[CH:21][CH:20]=3)[O:12]2)=[O:10])=[O:5])[CH2:34][CH2:33]1)(=[O:37])[CH3:36].